From a dataset of Catalyst prediction with 721,799 reactions and 888 catalyst types from USPTO. Predict which catalyst facilitates the given reaction. (1) Reactant: [C:1]([CH2:3][CH2:4][N:5]([CH2:10][CH2:11][CH2:12][CH:13]1[O:18][CH2:17][C:16]2([CH2:23][O:22][CH:21]([CH2:24][CH2:25][CH2:26][N:27]([CH2:32][CH2:33][C:34]#[N:35])[CH2:28][CH2:29][C:30]#[N:31])[O:20][CH2:19]2)[CH2:15][O:14]1)[CH2:6][CH2:7][C:8]#[N:9])#[N:2].[H][H]. Product: [NH2:2][CH2:1][CH2:3][CH2:4][N:5]([CH2:10][CH2:11][CH2:12][CH:13]1[O:18][CH2:17][C:16]2([CH2:23][O:22][CH:21]([CH2:24][CH2:25][CH2:26][N:27]([CH2:28][CH2:29][CH2:30][NH2:31])[CH2:32][CH2:33][CH2:34][NH2:35])[O:20][CH2:19]2)[CH2:15][O:14]1)[CH2:6][CH2:7][CH2:8][NH2:9]. The catalyst class is: 12. (2) Reactant: [CH:1]1([N:6]([CH2:11][CH2:12][C:13]2[CH:18]=[CH:17][CH:16]=[C:15]([O:19][CH3:20])[CH:14]=2)[C:7](=O)[O:8]C)[CH2:5][CH2:4][CH2:3][CH2:2]1.O=P12OP3(OP(OP(O3)(O1)=O)(=O)O2)=O. Product: [CH:1]1([N:6]2[CH2:11][CH2:12][C:13]3[C:18](=[CH:17][CH:16]=[C:15]([O:19][CH3:20])[CH:14]=3)[C:7]2=[O:8])[CH2:5][CH2:4][CH2:3][CH2:2]1. The catalyst class is: 265. (3) Reactant: C([O:5][C:6](=[O:39])[CH2:7][NH:8][C:9](=[O:38])[C@@H:10]([NH:15][C:16]([C:18]1[CH:37]=[CH:36][C:21]2[N:22]([CH:31]([CH2:34][CH3:35])[CH2:32][CH3:33])[C:23]([CH2:25][C:26]3[S:27][CH:28]=[CH:29][CH:30]=3)=[N:24][C:20]=2[CH:19]=1)=[O:17])[CH2:11][CH:12]([CH3:14])[CH3:13])(C)(C)C.Cl. Product: [CH2:32]([CH:31]([N:22]1[C:21]2[CH:36]=[CH:37][C:18]([C:16]([NH:15][C@@H:10]([CH2:11][CH:12]([CH3:13])[CH3:14])[C:9]([NH:8][CH2:7][C:6]([OH:39])=[O:5])=[O:38])=[O:17])=[CH:19][C:20]=2[N:24]=[C:23]1[CH2:25][C:26]1[S:27][CH:28]=[CH:29][CH:30]=1)[CH2:34][CH3:35])[CH3:33]. The catalyst class is: 12. (4) Reactant: [ClH:1].[CH2:2]([C:6]1[N:10]([C:11]2[CH:16]=[CH:15][CH:14]=[CH:13][CH:12]=2)[N:9]=[C:8]([CH2:17][NH:18][C:19]([CH:21]2[CH:26]3[CH:22]2[CH2:23][N:24](C(OC(C)(C)C)=O)[CH2:25]3)=[O:20])[CH:7]=1)[CH:3]([CH3:5])[CH3:4].CCCCCC.C(OCC)(=O)C. Product: [ClH:1].[CH2:2]([C:6]1[N:10]([C:11]2[CH:16]=[CH:15][CH:14]=[CH:13][CH:12]=2)[N:9]=[C:8]([CH2:17][NH:18][C:19]([CH:21]2[CH:26]3[CH:22]2[CH2:23][NH:24][CH2:25]3)=[O:20])[CH:7]=1)[CH:3]([CH3:5])[CH3:4]. The catalyst class is: 5. (5) Reactant: [N:1]1[CH:6]=[CH:5][CH:4]=[C:3]2[C:7](=[O:11])[O:8][C:9](=O)[C:2]=12.[C:12]1([NH2:19])[C:13]([NH2:18])=[CH:14][CH:15]=[CH:16][CH:17]=1. The catalyst class is: 9. Product: [NH:18]1[C:13]2[CH:14]=[CH:15][CH:16]=[CH:17][C:12]=2[N:19]=[C:9]1[C:2]1[N:1]=[CH:6][CH:5]=[CH:4][C:3]=1[C:7]([OH:8])=[O:11]. (6) Reactant: [F:1][C:2]1[CH:3]=[C:4]2[C:8](=[CH:9][CH:10]=1)[NH:7][CH:6]=[C:5]2[CH:11]=[O:12].[H-].[Na+].[CH3:15]I. Product: [F:1][C:2]1[CH:3]=[C:4]2[C:8](=[CH:9][CH:10]=1)[N:7]([CH3:15])[CH:6]=[C:5]2[CH:11]=[O:12]. The catalyst class is: 517. (7) Reactant: [F:1][C:2]1[C:22](F)=[CH:21][C:5]2=[N:6][C:7]3[N:8]([CH3:20])[CH:9]=[C:10]([C:15]([O:17][CH2:18][CH3:19])=[O:16])[C:11](=[O:14])[C:12]=3[CH:13]=[C:4]2[CH:3]=1.[F:24][C:25]1[CH:30]=[CH:29][C:28]([N:31]2[CH2:36][CH2:35][NH:34][CH2:33][CH2:32]2)=[CH:27][CH:26]=1.C(N(CC)CC)C. Product: [F:1][C:2]1[C:22]([N:34]2[CH2:33][CH2:32][N:31]([C:28]3[CH:27]=[CH:26][C:25]([F:24])=[CH:30][CH:29]=3)[CH2:36][CH2:35]2)=[CH:21][C:5]2=[N:6][C:7]3[N:8]([CH3:20])[CH:9]=[C:10]([C:15]([O:17][CH2:18][CH3:19])=[O:16])[C:11](=[O:14])[C:12]=3[CH:13]=[C:4]2[CH:3]=1. The catalyst class is: 16. (8) Reactant: [F:1][C:2]1[CH:3]=[C:4]([C@@H:9]2[CH2:13][NH:12][CH2:11][C@H:10]2[NH:14][C:15](=[O:21])[O:16][C:17]([CH3:20])([CH3:19])[CH3:18])[CH:5]=[CH:6][C:7]=1[F:8].[F:22][C:23]([F:28])([F:27])[C@@H:24]1[CH2:26][O:25]1.CCN(C(C)C)C(C)C.[CH3:38][S:39](Cl)(=[O:41])=[O:40]. Product: [CH3:38][S:39]([O:25][C@@H:24]([CH2:26][N:12]1[CH2:13][C@@H:9]([C:4]2[CH:5]=[CH:6][C:7]([F:8])=[C:2]([F:1])[CH:3]=2)[C@H:10]([NH:14][C:15]([O:16][C:17]([CH3:18])([CH3:20])[CH3:19])=[O:21])[CH2:11]1)[C:23]([F:28])([F:27])[F:22])(=[O:41])=[O:40]. The catalyst class is: 3.